From a dataset of Full USPTO retrosynthesis dataset with 1.9M reactions from patents (1976-2016). Predict the reactants needed to synthesize the given product. (1) Given the product [CH2:1]([C:4]1[CH:5]=[CH:6][C:7]([CH2:10][C@@H:11]([NH:16][C:17]([O:19][C:20]([CH3:23])([CH3:22])[CH3:21])=[O:18])[C:12]([OH:14])=[O:13])=[CH:8][CH:9]=1)[CH:2]=[CH2:3], predict the reactants needed to synthesize it. The reactants are: [CH2:1]([C:4]1[CH:9]=[CH:8][C:7]([CH2:10][C@@H:11]([NH:16][C:17]([O:19][C:20]([CH3:23])([CH3:22])[CH3:21])=[O:18])[C:12]([O:14]C)=[O:13])=[CH:6][CH:5]=1)[CH:2]=[CH2:3].[OH-].[Li+].Cl. (2) Given the product [N:11]([CH2:1][CH2:2][O:3][CH2:4][CH2:5][O:6][CH2:7][CH2:8][OH:9])=[N+:12]=[N-:13], predict the reactants needed to synthesize it. The reactants are: [CH2:1](O)[CH2:2][O:3][CH2:4][CH2:5][O:6][CH2:7][CH2:8][OH:9].[N-:11]=[N+:12]=[N-:13]. (3) Given the product [CH3:1][C:2]1[C:3]([C:9](=[N:10][O:11][CH2:19][C:20]2[N:25]=[C:24]([N:26]3[C:27](=[O:36])[C:28]4[C:33](=[CH:32][CH:31]=[CH:30][CH:29]=4)[C:34]3=[O:35])[CH:23]=[CH:22][CH:21]=2)[C:12]2[CH:17]=[CH:16][CH:15]=[CH:14][CH:13]=2)=[N:4][C:5]([CH3:8])=[CH:6][N:7]=1, predict the reactants needed to synthesize it. The reactants are: [CH3:1][C:2]1[C:3]([C:9]([C:12]2[CH:17]=[CH:16][CH:15]=[CH:14][CH:13]=2)=[N:10][OH:11])=[N:4][C:5]([CH3:8])=[CH:6][N:7]=1.Br[CH2:19][C:20]1[N:25]=[C:24]([N:26]2[C:34](=[O:35])[C:33]3[C:28](=[CH:29][CH:30]=[CH:31][CH:32]=3)[C:27]2=[O:36])[CH:23]=[CH:22][CH:21]=1.C(=O)([O-])[O-].[Cs+].[Cs+].[I-].[K+]. (4) Given the product [C:1]([O:5][C:6](=[O:20])[CH2:7][N:8]([CH2:13][C:14]1[CH:19]=[CH:18][CH:17]=[CH:16][CH:15]=1)[CH:9]([CH3:12])[CH2:10][Cl:23])([CH3:4])([CH3:3])[CH3:2], predict the reactants needed to synthesize it. The reactants are: [C:1]([O:5][C:6](=[O:20])[CH2:7][N:8]([CH2:13][C:14]1[CH:19]=[CH:18][CH:17]=[CH:16][CH:15]=1)[CH:9]([CH3:12])[CH2:10]O)([CH3:4])([CH3:3])[CH3:2].S(Cl)([Cl:23])=O.C(=O)(O)[O-].[Na+]. (5) Given the product [P:22]([O:12][CH2:11][C@H:9]1[O:10][C@@H:2]([O:1][C:13]2[CH:18]=[CH:17][CH:16]=[CH:15][C:14]=2[N+:19]([O-:21])=[O:20])[C@H:3]([OH:4])[C@@H:5]([OH:6])[C@H:7]1[OH:8])([OH:26])([OH:24])=[O:23], predict the reactants needed to synthesize it. The reactants are: [O:1]([C:13]1[CH:18]=[CH:17][CH:16]=[CH:15][C:14]=1[N+:19]([O-:21])=[O:20])[C@@H:2]1[O:10][C@H:9]([CH2:11][OH:12])[C@H:7]([OH:8])[C@H:5]([OH:6])[C@H:3]1[OH:4].[P:22](OC)([O:26]C)([O:24]C)=[O:23].O.P(Cl)(Cl)(Cl)=O.N. (6) Given the product [NH:6]1[C:7]2=[N:8][CH:9]=[CH:10][CH:11]=[C:12]2[C:4]([C:3]([OH:20])=[O:1])=[N:5]1, predict the reactants needed to synthesize it. The reactants are: [OH-:1].[Na+].[CH3:3][C:4]1[C:12]2[C:7](=[N:8][CH:9]=[CH:10][CH:11]=2)[NH:6][N:5]=1.[O-][Mn](=O)(=O)=O.[K+].C[OH:20].